The task is: Predict the reaction yield, written as a fraction of the theoretical maximum amount of product (1.0 means a 100% yield; for example, 0.34 means a 34% yield).. This data is from Reaction yield outcomes from USPTO patents with 853,638 reactions. The reactants are [I:1][C:2]1[CH:7]=[C:6]([N+:8]([O-:10])=[O:9])[CH:5]=[C:4]([N+]([O-])=O)[CH:3]=1.[CH3:14][O-:15].[Na+].O. The catalyst is CO. The product is [I:1][C:2]1[CH:7]=[C:6]([N+:8]([O-:10])=[O:9])[CH:5]=[C:4]([O:15][CH3:14])[CH:3]=1. The yield is 0.990.